Dataset: Forward reaction prediction with 1.9M reactions from USPTO patents (1976-2016). Task: Predict the product of the given reaction. (1) Given the reactants CC([N:5]([CH:9]1[CH2:14][CH2:13][N:12]([CH2:15][CH2:16][C:17]2[C:26]3[N:25]([CH3:27])[C:24](=[O:28])[CH:23]=[CH:22][C:21]=3[N:20]=[CH:19][C:18]=2[C:29]#[N:30])[CH2:11][CH2:10]1)C(=O)[O-])(C)C.C(Cl)(Cl)[Cl:32].Cl, predict the reaction product. The product is: [ClH:32].[NH2:5][CH:9]1[CH2:10][CH2:11][N:12]([CH2:15][CH2:16][C:17]2[C:26]3[N:25]([CH3:27])[C:24](=[O:28])[CH:23]=[CH:22][C:21]=3[N:20]=[CH:19][C:18]=2[C:29]#[N:30])[CH2:13][CH2:14]1. (2) Given the reactants C([Si]([C:8]1[S:9][C:10]([Ge:19]([CH2:34][CH2:35][C:36]2[CH:41]=[CH:40][C:39]([O:42][CH2:43][CH2:44][O:45][CH2:46][CH3:47])=[CH:38][CH:37]=2)([C:27]2[CH:32]=[CH:31][C:30]([CH3:33])=[CH:29][CH:28]=2)[C:20]2[CH:25]=[CH:24][C:23]([CH3:26])=[CH:22][CH:21]=2)=[C:11]([CH2:13][CH2:14][CH2:15][CH2:16][CH2:17][CH3:18])[CH:12]=1)(C)C)(C)(C)C.[F-], predict the reaction product. The product is: [CH2:46]([O:45][CH2:44][CH2:43][O:42][C:39]1[CH:38]=[CH:37][C:36]([CH2:35][CH2:34][Ge:19]([C:10]2[S:9][CH:8]=[CH:12][C:11]=2[CH2:13][CH2:14][CH2:15][CH2:16][CH2:17][CH3:18])([C:20]2[CH:21]=[CH:22][C:23]([CH3:26])=[CH:24][CH:25]=2)[C:27]2[CH:32]=[CH:31][C:30]([CH3:33])=[CH:29][CH:28]=2)=[CH:41][CH:40]=1)[CH3:47]. (3) Given the reactants [C:1]1([C:7]2(C(O)=O)[CH2:9][CH2:8]2)[CH:6]=[CH:5][CH:4]=[CH:3][CH:2]=1.C([N:15]([CH2:18]C)CC)C.[O:20]1CCOCC1.C1(P(N=[N+]=[N-])(C2C=CC=CC=2)=O)C=CC=CC=1.[C:43]([OH:47])([CH3:46])([CH3:45])[CH3:44], predict the reaction product. The product is: [C:43]([O:47][C:18](=[O:20])[NH:15][C:7]1([C:1]2[CH:2]=[CH:3][CH:4]=[CH:5][CH:6]=2)[CH2:8][CH2:9]1)([CH3:46])([CH3:45])[CH3:44]. (4) Given the reactants [CH3:1][O:2][C:3]1[CH:12]=[C:11]2[C:6]([CH2:7][CH2:8][C:9](=O)[C:10]2([CH3:14])[CH3:13])=[CH:5][CH:4]=1.Cl.[Cl:17][C:18]1[CH:19]=[C:20]([NH:25]N)[CH:21]=[CH:22][C:23]=1[CH3:24].C(C1C(=O)C(Cl)=C(Cl)C(=[O:32])C=1C#N)#N, predict the reaction product. The product is: [Cl:17][C:18]1[CH:19]=[C:20]2[C:21]([C:8]3[C:7](=[O:32])[C:6]4[CH:5]=[CH:4][C:3]([O:2][CH3:1])=[CH:12][C:11]=4[C:10]([CH3:14])([CH3:13])[C:9]=3[NH:25]2)=[CH:22][C:23]=1[CH3:24]. (5) Given the reactants Cl[C:2]1[S:3][C:4]2[CH:10]=[CH:9][CH:8]=[CH:7][C:5]=2[N:6]=1.[Cl:11][C:12]1[CH:18]=[CH:17][C:15]([NH2:16])=[CH:14][CH:13]=1, predict the reaction product. The product is: [S:3]1[C:4]2[CH:10]=[CH:9][CH:8]=[CH:7][C:5]=2[N:6]=[C:2]1[NH:16][C:15]1[CH:17]=[CH:18][C:12]([Cl:11])=[CH:13][CH:14]=1.